From a dataset of Catalyst prediction with 721,799 reactions and 888 catalyst types from USPTO. Predict which catalyst facilitates the given reaction. (1) Reactant: [F:1][C:2]1[CH:7]=[CH:6][C:5]([NH:8][C:9]([NH2:11])=[S:10])=[CH:4][CH:3]=1.Br[CH2:13][C:14]([C:16]1[CH:21]=[CH:20][C:19]([F:22])=[CH:18][CH:17]=1)=O. Product: [F:1][C:2]1[CH:3]=[CH:4][C:5]([NH:8][C:9]2[S:10][CH:13]=[C:14]([C:16]3[CH:21]=[CH:20][C:19]([F:22])=[CH:18][CH:17]=3)[N:11]=2)=[CH:6][CH:7]=1. The catalyst class is: 1. (2) Reactant: [OH:1][C@@H:2]1[CH2:7][CH2:6][C@H:5]([NH:8][C:9]2[N:17]=[C:16]3[C:12]([NH:13][C:14](=[O:26])[N:15]3[C:18]3[CH:23]=[CH:22][CH:21]=[CH:20][C:19]=3[O:24][CH3:25])=[C:11]([C:27]([O:29]CC)=O)[N:10]=2)[CH2:4][CH2:3]1.[NH2:32]C1C(C(OCC)=O)=NC(N[C@H]2CC[C@@H](O)CC2)=NC=1NC1C=CC=CC=1OC. Product: [OH:1][C@@H:2]1[CH2:7][CH2:6][C@H:5]([NH:8][C:9]2[N:17]=[C:16]3[C:12]([NH:13][C:14](=[O:26])[N:15]3[C:18]3[CH:23]=[CH:22][CH:21]=[CH:20][C:19]=3[O:24][CH3:25])=[C:11]([C:27]([NH2:32])=[O:29])[N:10]=2)[CH2:4][CH2:3]1. The catalyst class is: 4.